From a dataset of Reaction yield outcomes from USPTO patents with 853,638 reactions. Predict the reaction yield, written as a fraction of the theoretical maximum amount of product (1.0 means a 100% yield; for example, 0.34 means a 34% yield). The reactants are [NH2:1][C:2]1[N:7]=[CH:6][C:5]([C:8]2[CH:9]=[CH:10][C:11]3[N:12]([CH:14]=[C:15]([NH:17][C:18](=[O:33])[CH2:19][O:20][C@@H:21]4[CH2:25][CH2:24][N:23](C(OC(C)(C)C)=O)[CH2:22]4)[N:16]=3)[CH:13]=2)=[CH:4][C:3]=1[C:34]([F:37])([F:36])[F:35]. The catalyst is C(Cl)Cl.C(O)(C(F)(F)F)=O.O. The product is [NH2:1][C:2]1[N:7]=[CH:6][C:5]([C:8]2[CH:9]=[CH:10][C:11]3[N:12]([CH:14]=[C:15]([NH:17][C:18](=[O:33])[CH2:19][O:20][C@@H:21]4[CH2:25][CH2:24][NH:23][CH2:22]4)[N:16]=3)[CH:13]=2)=[CH:4][C:3]=1[C:34]([F:35])([F:37])[F:36]. The yield is 0.430.